This data is from Forward reaction prediction with 1.9M reactions from USPTO patents (1976-2016). The task is: Predict the product of the given reaction. (1) Given the reactants Cl[CH2:2][CH2:3][CH2:4][CH2:5][C:6]1([C:10]([O:12][CH2:13][CH3:14])=[O:11])[CH2:9][CH2:8][CH2:7]1.[Na+].[I-:16], predict the reaction product. The product is: [I:16][CH2:2][CH2:3][CH2:4][CH2:5][C:6]1([C:10]([O:12][CH2:13][CH3:14])=[O:11])[CH2:9][CH2:8][CH2:7]1. (2) Given the reactants Br[C:2]1[C:11]2[C:6](=[CH:7][CH:8]=[CH:9][CH:10]=2)[CH:5]=[N:4][CH:3]=1.[C:12](=[NH:25])([C:19]1[CH:24]=[CH:23][CH:22]=[CH:21][CH:20]=1)[C:13]1[CH:18]=[CH:17][CH:16]=[CH:15][CH:14]=1.C1C=CC(P(C2C(C3C(P(C4C=CC=CC=4)C4C=CC=CC=4)=CC=C4C=3C=CC=C4)=C3C(C=CC=C3)=CC=2)C2C=CC=CC=2)=CC=1.C(N(CC)CC)C.C([O-])([O-])=O.[Cs+].[Cs+], predict the reaction product. The product is: [C:19]1([C:12]([C:13]2[CH:14]=[CH:15][CH:16]=[CH:17][CH:18]=2)=[N:25][C:2]2[C:11]3[C:6](=[CH:7][CH:8]=[CH:9][CH:10]=3)[CH:5]=[N:4][CH:3]=2)[CH:20]=[CH:21][CH:22]=[CH:23][CH:24]=1. (3) Given the reactants C(OC([NH:8][CH2:9][CH2:10][CH2:11][C:12]1[C:21]([OH:22])=[CH:20][C:15]([C:16]([O:18]C)=[O:17])=[CH:14][C:13]=1[OH:23])=O)(C)(C)C.Cl[CH2:25][CH2:26][CH2:27][CH2:28][C:29]#[CH:30], predict the reaction product. The product is: [NH2:8][CH2:9][CH2:10][CH2:11][C:12]1[C:13]([O:23][CH2:25][CH2:26][CH2:27][CH2:28][C:29]#[CH:30])=[CH:14][C:15]([C:16]([OH:18])=[O:17])=[CH:20][C:21]=1[O:22][CH2:14][CH2:13][CH2:12][CH2:11][C:10]#[CH:9]. (4) Given the reactants [S:1](=[O:35])(=[O:34])([O:3][C:4]1[CH:9]=[CH:8][C:7]([C:10]2[N:11]=[CH:12][N:13]([C:15](=[O:33])[N:16]([CH:18]3[CH2:23][CH2:22][N:21]([CH2:24][C:25]4[CH:30]=[CH:29][CH:28]=[C:27]([O:31][CH3:32])[CH:26]=4)[CH2:20][CH2:19]3)[CH3:17])[CH:14]=2)=[CH:6][CH:5]=1)[NH2:2].[ClH:36], predict the reaction product. The product is: [ClH:36].[S:1](=[O:34])(=[O:35])([O:3][C:4]1[CH:5]=[CH:6][C:7]([C:10]2[N:11]=[CH:12][N:13]([C:15](=[O:33])[N:16]([CH:18]3[CH2:19][CH2:20][N:21]([CH2:24][C:25]4[CH:30]=[CH:29][CH:28]=[C:27]([O:31][CH3:32])[CH:26]=4)[CH2:22][CH2:23]3)[CH3:17])[CH:14]=2)=[CH:8][CH:9]=1)[NH2:2].